Dataset: Reaction yield outcomes from USPTO patents with 853,638 reactions. Task: Predict the reaction yield, written as a fraction of the theoretical maximum amount of product (1.0 means a 100% yield; for example, 0.34 means a 34% yield). (1) The reactants are [CH2:1]([C:3]([OH:5])=[O:4])[CH3:2].C([N:13]1[CH:18]2[CH2:19][CH2:20][CH:14]1[CH2:15][CH:16]([NH:21][S:22]([C:25]1[CH:34]=[CH:33][C:32]3[NH:31][C:30](=[O:35])[C:29]4[NH:36][CH:37]=[CH:38][C:28]=4[C:27]=3[CH:26]=1)(=[O:24])=[O:23])[CH2:17]2)C1C=CC=CC=1. The catalyst is C(O)C.[Pd]. The product is [CH:14]12[NH:13][CH:18]([CH2:19][CH2:20]1)[CH2:17][CH:16]([NH:21][S:22]([C:25]1[CH:34]=[CH:33][C:32]3[NH:31][C:30](=[O:35])[C:29]4[NH:36][CH:37]=[CH:38][C:28]=4[C:27]=3[CH:26]=1)(=[O:23])=[O:24])[CH2:15]2.[CH2:1]([C:3]([O-:5])=[O:4])[CH3:2]. The yield is 0.320. (2) The reactants are [B:10]1([B:10]2[O:14][C:13]([CH3:16])([CH3:15])[C:12]([CH3:18])([CH3:17])[O:11]2)[O:14][C:13]([CH3:16])([CH3:15])[C:12]([CH3:18])([CH3:17])[O:11]1.Br[C:20]1[CH:25]=[CH:24][C:23]([C:26]2[S:27][CH:28]=[CH:29][C:30]=2[NH:31][S:32]([CH:35]([CH3:37])[CH3:36])(=[O:34])=[O:33])=[CH:22][CH:21]=1.C([O-])(=O)C.[K+].[Na+].[Cl-]. The catalyst is C1C=CC(P(C2C=CC=CC=2)[C-]2C=CC=C2)=CC=1.C1C=CC(P(C2C=CC=CC=2)[C-]2C=CC=C2)=CC=1.Cl[Pd]Cl.[Fe+2].O.C(OCC)(=O)C.CN(C)C=O. The product is [CH3:16][C:13]1([CH3:15])[C:12]([CH3:17])([CH3:18])[O:11][B:10]([C:20]2[CH:21]=[CH:22][C:23]([C:26]3[S:27][CH:28]=[CH:29][C:30]=3[NH:31][S:32]([CH:35]([CH3:37])[CH3:36])(=[O:33])=[O:34])=[CH:24][CH:25]=2)[O:14]1. The yield is 0.860.